From a dataset of NCI-60 drug combinations with 297,098 pairs across 59 cell lines. Regression. Given two drug SMILES strings and cell line genomic features, predict the synergy score measuring deviation from expected non-interaction effect. (1) Drug 1: CC12CCC(CC1=CCC3C2CCC4(C3CC=C4C5=CN=CC=C5)C)O. Drug 2: CC1=C(C=C(C=C1)C(=O)NC2=CC(=CC(=C2)C(F)(F)F)N3C=C(N=C3)C)NC4=NC=CC(=N4)C5=CN=CC=C5. Cell line: OVCAR3. Synergy scores: CSS=-1.37, Synergy_ZIP=-1.72, Synergy_Bliss=-4.13, Synergy_Loewe=-7.07, Synergy_HSA=-6.95. (2) Drug 1: C1=NC2=C(N1)C(=S)N=CN2. Drug 2: CCCCCOC(=O)NC1=NC(=O)N(C=C1F)C2C(C(C(O2)C)O)O. Cell line: DU-145. Synergy scores: CSS=-2.42, Synergy_ZIP=-0.374, Synergy_Bliss=2.66, Synergy_Loewe=-5.68, Synergy_HSA=-2.11. (3) Drug 1: CC(C1=C(C=CC(=C1Cl)F)Cl)OC2=C(N=CC(=C2)C3=CN(N=C3)C4CCNCC4)N. Drug 2: COC1=C(C=C2C(=C1)N=CN=C2NC3=CC(=C(C=C3)F)Cl)OCCCN4CCOCC4. Synergy scores: CSS=35.6, Synergy_ZIP=0.637, Synergy_Bliss=10.0, Synergy_Loewe=5.69, Synergy_HSA=6.04. Cell line: HL-60(TB).